From a dataset of Full USPTO retrosynthesis dataset with 1.9M reactions from patents (1976-2016). Predict the reactants needed to synthesize the given product. Given the product [C:1]([C:5]1[N:6]=[C:7]([NH:10][NH2:11])[S:8][CH:9]=1)([CH3:4])([CH3:3])[CH3:2], predict the reactants needed to synthesize it. The reactants are: [C:1]([C:5]1[N:6]=[C:7]([NH2:10])[S:8][CH:9]=1)([CH3:4])([CH3:3])[CH3:2].[N:11]([O-])=O.[Na+].O.O.[Sn](Cl)Cl.[OH-].[Na+].